This data is from Full USPTO retrosynthesis dataset with 1.9M reactions from patents (1976-2016). The task is: Predict the reactants needed to synthesize the given product. (1) Given the product [Cl:12][C:13]1[CH:18]=[C:17]([O:9][C:3]2[C:2]([F:1])=[CH:7][CH:6]=[CH:5][C:4]=2[F:8])[CH:16]=[CH:15][N:14]=1, predict the reactants needed to synthesize it. The reactants are: [F:1][C:2]1[CH:7]=[CH:6][CH:5]=[C:4]([F:8])[C:3]=1[OH:9].[H-].[Na+].[Cl:12][C:13]1[CH:18]=[C:17]([N+]([O-])=O)[CH:16]=[CH:15][N:14]=1. (2) Given the product [C:27]([C:29]1[CH:34]=[CH:33][C:32]([O:18][CH2:17][CH2:16][CH2:15][C:14]#[C:13][C:10]2[CH:9]=[CH:8][C:7]([CH2:6][C@H:5]([O:19][CH3:20])[C:4]([OH:3])=[O:21])=[CH:12][CH:11]=2)=[CH:31][CH:30]=1)(=[O:28])[C:26]1[CH:35]=[CH:36][CH:23]=[CH:24][CH:25]=1, predict the reactants needed to synthesize it. The reactants are: C([O:3][C:4](=[O:21])[C@@H:5]([O:19][CH3:20])[CH2:6][C:7]1[CH:12]=[CH:11][C:10]([C:13]#[C:14][CH2:15][CH2:16][CH2:17][OH:18])=[CH:9][CH:8]=1)C.O[C:23]1[CH:36]=[CH:35][C:26]([C:27]([C:29]2[CH:34]=[CH:33][CH:32]=[CH:31][CH:30]=2)=[O:28])=[CH:25][CH:24]=1. (3) Given the product [Cl:18][C:5]1[C:6]2[C:11](=[CH:10][CH:9]=[CH:8][C:7]=2[C:12]2[CH:17]=[CH:16][CH:15]=[CH:14][CH:13]=2)[C:2]([C:29]2[CH:28]=[N:27][CH:26]=[C:25]([CH:23]3[CH2:22][O:21][C:20]([CH3:40])([CH3:19])[O:24]3)[CH:30]=2)=[N:3][N:4]=1, predict the reactants needed to synthesize it. The reactants are: Cl[C:2]1[C:11]2[C:6](=[C:7]([C:12]3[CH:17]=[CH:16][CH:15]=[CH:14][CH:13]=3)[CH:8]=[CH:9][CH:10]=2)[C:5]([Cl:18])=[N:4][N:3]=1.[CH3:19][C:20]1([CH3:40])[O:24][CH:23]([C:25]2[CH:26]=[N:27][CH:28]=[C:29](B3OC(C)(C)C(C)(C)O3)[CH:30]=2)[CH2:22][O:21]1.[O-]P([O-])([O-])=O.[K+].[K+].[K+].C(NS(C1C=NC=C(C2C3C(=C(C4C=CC=CC=4)C=CC=3)C(Cl)=NN=2)C=1)(=O)=O)(C)(C)C. (4) Given the product [F:1][C:2]1[C:7]([C:8]2[CH:12]=[C:11]([CH:34]=[O:35])[S:10][C:9]=2[S:13]([N:16]2[CH:20]=[CH:19][CH:18]=[CH:17]2)(=[O:14])=[O:15])=[CH:6][CH:5]=[CH:4][N:3]=1, predict the reactants needed to synthesize it. The reactants are: [F:1][C:2]1[C:7]([C:8]2[CH:12]=[CH:11][S:10][C:9]=2[S:13]([N:16]2[CH:20]=[CH:19][CH:18]=[CH:17]2)(=[O:15])=[O:14])=[CH:6][CH:5]=[CH:4][N:3]=1.CCCCCC.C([Li])CCC.CN(C)[CH:34]=[O:35].[Cl-].[NH4+]. (5) Given the product [CH:10]([NH:13][C:2]1[CH:7]=[C:6]([CH2:8][OH:9])[CH:5]=[CH:4][N:3]=1)([CH3:12])[CH3:11], predict the reactants needed to synthesize it. The reactants are: Br[C:2]1[CH:7]=[C:6]([CH2:8][OH:9])[CH:5]=[CH:4][N:3]=1.[CH:10]([NH2:13])([CH3:12])[CH3:11]. (6) The reactants are: CC(OC(/N=N/C(OC(C)C)=O)=O)C.[C:15]1(=[O:25])[C:23]2[C:18](=[CH:19][CH:20]=[CH:21][CH:22]=2)[C:17](=[O:24])[NH:16]1.C1(P(C2C=CC=CC=2)C2C=CC=CC=2)C=CC=CC=1.[F:45][C:46]([F:61])([F:60])[C:47]1[CH:48]=[CH:49][C:50]([CH2:53][CH:54]2[CH2:58][CH2:57][CH2:56][CH:55]2O)=[N:51][CH:52]=1. Given the product [F:61][C:46]([F:45])([F:60])[C:47]1[CH:48]=[CH:49][C:50]([CH2:53][CH:54]2[CH2:58][CH2:57][CH2:56][CH:55]2[N:16]2[C:17](=[O:24])[C:18]3[C:23](=[CH:22][CH:21]=[CH:20][CH:19]=3)[C:15]2=[O:25])=[N:51][CH:52]=1, predict the reactants needed to synthesize it. (7) Given the product [F:15][C:14]([F:17])([F:16])[C:11]1[CH:12]=[CH:13][C:8]([C:6]2[N:5]=[CH:4][N:3]=[C:2]([O:28][C:24]3[CH:23]=[C:22]([NH:21][C:18](=[O:20])[CH3:19])[CH:27]=[CH:26][CH:25]=3)[CH:7]=2)=[CH:9][CH:10]=1, predict the reactants needed to synthesize it. The reactants are: Cl[C:2]1[CH:7]=[C:6]([C:8]2[CH:13]=[CH:12][C:11]([C:14]([F:17])([F:16])[F:15])=[CH:10][CH:9]=2)[N:5]=[CH:4][N:3]=1.[C:18]([NH:21][C:22]1[CH:23]=[C:24]([OH:28])[CH:25]=[CH:26][CH:27]=1)(=[O:20])[CH3:19].C([O-])([O-])=O.[K+].[K+].O.